This data is from Experimentally validated miRNA-target interactions with 360,000+ pairs, plus equal number of negative samples. The task is: Binary Classification. Given a miRNA mature sequence and a target amino acid sequence, predict their likelihood of interaction. (1) The miRNA is cel-miR-1819-3p with sequence UGGAAUGAUUGAGCUUGAUGGA. The protein sequence of the target gene is MAAVILPSTAAPSSLFPASQQKGHTQGGELVNELLTSWLRGLVTFEDVAVEFTQEEWALLDPAQRTLYRDVMLENCRNLASLGCRVNKPSLISQLEQDKKVVTEERGILPSTCPDLETLLKAKWLTPKKNVFRKEQSKGVKTERSHRGVKLNECNQCFKVFSTKSNLTQHKRIHTGEKPYDCSQCGKSFSSRSYLTIHKRIHNGEKPYECNHCGKAFSDPSSLRLHLRIHTGEKPYECNQCFHVFRTSCNLKSHKRIHTGENHHECNQCGKAFSTRSSLTGHNSIHTGEKPYECHDCGKT.... Result: 0 (no interaction). (2) The miRNA is dme-miR-34-5p with sequence UGGCAGUGUGGUUAGCUGGUUGUG. The protein sequence of the target gene is MDPSDFPSPFDPLTLPEKPLAGDLPVDMEFGEDLLESQTAPTRGWAPPGPSPSSGALDLLDTPAGLEKDPGVLDGATELLGLGGLLYKAPSPPEVDHGPEGTLAWDAGDQTLEPGPGGQTPEVVPPDPGAGANSCSPEGLLEPLAPDSPITLQSPHIEEEETTSIATARRGSPGQEEELPQGQPQSPNAPPSPSVGETLGDGINSSQTKPGGSSPPAHPSLPGDGLTAKASEKPPERKRSERVRRAEPPKPEVVDSTESIPVSDEDSDAMVDDPNDEDFVPFRPRRSPRMSLRSSVSQRA.... Result: 0 (no interaction). (3) The miRNA is hsa-miR-571 with sequence UGAGUUGGCCAUCUGAGUGAG. Result: 0 (no interaction). The protein sequence of the target gene is MFAKLKKKIAEETAVAQRPGGTTRIPRSVSKESVASMGADSGDDFASDGSSSREDLSSQLLRRNEQIRKLEARLSDYAEQVRNLQKIKEKLEIALEKHQDSSMRKFQEQNETFQASRAKMAEGLALALARKDQEWSEKMEQLEKDKRFLTSQLQEVKNQSLSLFQKRDEIDELEGFQQQEISKVKHMLLKKEECLGKMEQELDARTRELNRTQEELVTSNQLSSDLNERLEELQRHCSTLEEQRDHLTASKAGAEHKIVVLEQKEQELQAIIQQHSIDLQKVTAETQEKEKVITHLQEKV.... (4) Result: 0 (no interaction). The miRNA is hsa-miR-6759-5p with sequence UUGUGGGUGGGCAGAAGUCUGU. The protein sequence of the target gene is MAFSLEEAAGRIKDCWDNQEVPALSTCSNANIFRRINAILDDSLDFSKVCTTPINRGIHDQLPDFQDSEETVTSRMLFPTSAQESPRGLPDANGLCLGLQSLSLTGWDRPWSTQDSDSSAQSSTQSVLSMLQNPLGNVLGKAPLSFLSLDPLGSDLDKFPAPSVRGSRLDTRPILDSRSSSPSDSDTSGFSSGSDHLSDLISSLRISPPLPFLSMTGNGPRDPLKMGVGSRMDQEQAALAAVAPSPTSAPKRWPGASVWPSWDLLGAPKDPFSIEREARLHRQAAAVNEATCTWSGQLPP....